From a dataset of Reaction yield outcomes from USPTO patents with 853,638 reactions. Predict the reaction yield, written as a fraction of the theoretical maximum amount of product (1.0 means a 100% yield; for example, 0.34 means a 34% yield). (1) The reactants are [NH2:1][CH2:2][C:3]1([C:9]([OH:11])=[O:10])[CH2:8][CH2:7][O:6][CH2:5][CH2:4]1.C(=O)([O-])[O-].[K+].[K+].[C:18]([O:22][C:23](O[C:23]([O:22][C:18]([CH3:21])([CH3:20])[CH3:19])=[O:24])=[O:24])([CH3:21])([CH3:20])[CH3:19]. The catalyst is O1CCOCC1.O. The product is [C:18]([O:22][C:23]([NH:1][CH2:2][C:3]1([C:9]([OH:11])=[O:10])[CH2:8][CH2:7][O:6][CH2:5][CH2:4]1)=[O:24])([CH3:21])([CH3:20])[CH3:19]. The yield is 0.940. (2) The reactants are [C:1]([O:5][C:6](=[O:21])[NH:7][C:8]1[CH:9]=[N:10][CH:11]=[CH:12][C:13]=1[N:14]1[CH2:19][CH2:18][CH2:17][CH2:16][CH:15]1[CH3:20])([CH3:4])([CH3:3])[CH3:2].[H-].[Na+].I[CH3:25].[NH4+].[Cl-]. The catalyst is C1COCC1. The product is [C:1]([O:5][C:6](=[O:21])[N:7]([CH3:25])[C:8]1[CH:9]=[N:10][CH:11]=[CH:12][C:13]=1[N:14]1[CH2:19][CH2:18][CH2:17][CH2:16][CH:15]1[CH3:20])([CH3:4])([CH3:2])[CH3:3]. The yield is 0.590. (3) The reactants are [C:1]([O:5][C:6]([NH:8][CH2:9][CH2:10][CH2:11][CH2:12][C@H:13]([NH:18][C:19](=[O:40])[CH2:20][CH2:21][NH:22][C:23]([C:25]1[CH:30]=[CH:29][C:28]([C:31]2[CH:36]=[CH:35][C:34]([CH2:37][CH2:38][CH3:39])=[CH:33][CH:32]=2)=[CH:27][CH:26]=1)=[O:24])[C:14]([O:16]C)=[O:15])=[O:7])([CH3:4])([CH3:3])[CH3:2].[Li+].[OH-]. The catalyst is C1COCC1.CO. The product is [C:1]([O:5][C:6]([NH:8][CH2:9][CH2:10][CH2:11][CH2:12][C@H:13]([NH:18][C:19](=[O:40])[CH2:20][CH2:21][NH:22][C:23]([C:25]1[CH:30]=[CH:29][C:28]([C:31]2[CH:36]=[CH:35][C:34]([CH2:37][CH2:38][CH3:39])=[CH:33][CH:32]=2)=[CH:27][CH:26]=1)=[O:24])[C:14]([OH:16])=[O:15])=[O:7])([CH3:4])([CH3:3])[CH3:2]. The yield is 0.930. (4) The reactants are Br[C:2]1[CH:3]=[C:4]2[C:10]([C:11]([C:13]3[CH:18]=[CH:17][CH:16]=[CH:15][CH:14]=3)=[O:12])=[CH:9][NH:8][C:5]2=[N:6][CH:7]=1.[OH:19][C:20]1[CH:21]=[C:22](B(O)O)[CH:23]=[CH:24][CH:25]=1.C(#N)C.C(=O)([O-])[O-].[Na+].[Na+]. The catalyst is O.CN(C=O)C.Cl[Pd-2](Cl)(P(C1C=CC=CC=1)(C1C=CC=CC=1)C1C=CC=CC=1)P(C1C=CC=CC=1)(C1C=CC=CC=1)C1C=CC=CC=1. The product is [OH:19][C:20]1[CH:25]=[C:24]([C:2]2[CH:3]=[C:4]3[C:10]([C:11]([C:13]4[CH:18]=[CH:17][CH:16]=[CH:15][CH:14]=4)=[O:12])=[CH:9][NH:8][C:5]3=[N:6][CH:7]=2)[CH:23]=[CH:22][CH:21]=1. The yield is 0.710. (5) The reactants are [C:1]([C:3]1[C:4]([NH2:10])=[N:5][C:6]([NH2:9])=[CH:7][CH:8]=1)#[CH:2].[CH2:11]([O:18][C:19]1[CH:24]=[CH:23][C:22]([CH2:25][C:26](Cl)=[N:27][OH:28])=[CH:21][N:20]=1)[C:12]1[CH:17]=[CH:16][CH:15]=[CH:14][CH:13]=1.C(N(CC)CC)C. The catalyst is O1CCCC1. The product is [CH2:11]([O:18][C:19]1[N:20]=[CH:21][C:22]([CH2:25][C:26]2[CH:2]=[C:1]([C:3]3[C:4]([NH2:10])=[N:5][C:6]([NH2:9])=[CH:7][CH:8]=3)[O:28][N:27]=2)=[CH:23][CH:24]=1)[C:12]1[CH:13]=[CH:14][CH:15]=[CH:16][CH:17]=1. The yield is 0.730. (6) The reactants are Cl[C:2]1[CH:3]=[CH:4][C:5]([C:8]#[N:9])=[N:6][CH:7]=1.Cl.[NH:11]1[CH2:15][CH2:14][CH:13]([OH:16])[CH2:12]1.C([O-])([O-])=O.[K+].[K+]. The catalyst is CN(C=O)C. The product is [OH:16][CH:13]1[CH2:14][CH2:15][N:11]([C:2]2[CH:3]=[CH:4][C:5]([C:8]#[N:9])=[N:6][CH:7]=2)[CH2:12]1. The yield is 0.730.